Dataset: CYP3A4 inhibition data for predicting drug metabolism from PubChem BioAssay. Task: Regression/Classification. Given a drug SMILES string, predict its absorption, distribution, metabolism, or excretion properties. Task type varies by dataset: regression for continuous measurements (e.g., permeability, clearance, half-life) or binary classification for categorical outcomes (e.g., BBB penetration, CYP inhibition). Dataset: cyp3a4_veith. The molecule is NS(=O)(=O)c1cc2c(cc1Cl)NCNS2(=O)=O. The result is 0 (non-inhibitor).